This data is from Forward reaction prediction with 1.9M reactions from USPTO patents (1976-2016). The task is: Predict the product of the given reaction. (1) Given the reactants C([O:8][C:9]1[CH:14]=[CH:13][C:12]([C:15]2[O:19][C:18]([S:20][CH3:21])=[N:17][C:16]=2[C:22]2[CH:27]=[CH:26][C:25]([O:28][CH3:29])=[CH:24][CH:23]=2)=[CH:11][CH:10]=1)C1C=CC=CC=1.C[Si](I)(C)C, predict the reaction product. The product is: [CH3:29][O:28][C:25]1[CH:26]=[CH:27][C:22]([C:16]2[N:17]=[C:18]([S:20][CH3:21])[O:19][C:15]=2[C:12]2[CH:13]=[CH:14][C:9]([OH:8])=[CH:10][CH:11]=2)=[CH:23][CH:24]=1. (2) Given the reactants [CH3:1][C:2]1([CH3:34])[CH2:7][CH2:6][C:5]([C:8]2[C:13]([NH:14][C:15]([C:17]3[NH:18][CH:19]=[C:20]([C:22]#[N:23])[N:21]=3)=[O:16])=[CH:12][CH:11]=[C:10]([CH:24]3[CH2:29][C:28]([CH3:31])([CH3:30])[O:27][C:26]([CH3:33])([CH3:32])[CH2:25]3)[N:9]=2)=[CH:4][CH2:3]1.[CH3:35][S:36]([OH:39])(=[O:38])=[O:37], predict the reaction product. The product is: [CH3:35][S:36]([OH:39])(=[O:38])=[O:37].[CH3:1][C:2]1([CH3:34])[CH2:7][CH2:6][C:5]([C:8]2[C:13]([NH:14][C:15]([C:17]3[NH:18][CH:19]=[C:20]([C:22]#[N:23])[N:21]=3)=[O:16])=[CH:12][CH:11]=[C:10]([CH:24]3[CH2:25][C:26]([CH3:33])([CH3:32])[O:27][C:28]([CH3:31])([CH3:30])[CH2:29]3)[N:9]=2)=[CH:4][CH2:3]1. (3) Given the reactants [O:1]=[C:2]1[N:10]([CH2:11][CH2:12][CH3:13])[C:9]2[N:8]=[C:7]([C:14]34[CH2:22][C:18]([C:23](O)=[O:24])([CH2:19][CH2:20][CH2:21]3)[CH2:17][CH2:16][CH2:15]4)[NH:6][C:5]=2[C:4](=[O:26])[N:3]1[CH2:27][CH2:28][CH3:29].B.C1COCC1, predict the reaction product. The product is: [OH:24][CH2:23][C:18]12[CH2:22][C:14]([C:7]3[NH:6][C:5]4[C:4](=[O:26])[N:3]([CH2:27][CH2:28][CH3:29])[C:2](=[O:1])[N:10]([CH2:11][CH2:12][CH3:13])[C:9]=4[N:8]=3)([CH2:15][CH2:16][CH2:17]1)[CH2:21][CH2:20][CH2:19]2.